Dataset: Full USPTO retrosynthesis dataset with 1.9M reactions from patents (1976-2016). Task: Predict the reactants needed to synthesize the given product. (1) Given the product [S:61]1[C:65]2[CH:66]=[C:67]([NH:70][C:49]([C:34]3([CH2:33][NH:32][C:30](=[O:31])[O:29][C:25]([CH3:28])([CH3:26])[CH3:27])[CH2:39][CH2:38][N:37]([C:40]4[C:41]5[CH:48]=[CH:47][NH:46][C:42]=5[N:43]=[CH:44][N:45]=4)[CH2:36][CH2:35]3)=[O:51])[CH:68]=[CH:69][C:64]=2[N:63]=[CH:62]1, predict the reactants needed to synthesize it. The reactants are: CN(C(ON1N=NC2C=CC=NC1=2)=[N+](C)C)C.F[P-](F)(F)(F)(F)F.[C:25]([O:29][C:30]([NH:32][CH2:33][C:34]1([C:49]([OH:51])=O)[CH2:39][CH2:38][N:37]([C:40]2[C:41]3[CH:48]=[CH:47][NH:46][C:42]=3[N:43]=[CH:44][N:45]=2)[CH2:36][CH2:35]1)=[O:31])([CH3:28])([CH3:27])[CH3:26].CCN(C(C)C)C(C)C.[S:61]1[C:65]2[CH:66]=[C:67]([NH2:70])[CH:68]=[CH:69][C:64]=2[N:63]=[CH:62]1. (2) Given the product [F:25][C:16]1[C:17]([O:24][C:2]2[N:7]=[CH:6][CH:5]=[CH:4][N:3]=2)=[C:18]([CH:21]([CH3:23])[CH3:22])[CH:19]=[CH:20][C:15]=1[C:12]1[N:13]=[CH:14][C:9]([NH2:8])=[N:10][CH:11]=1, predict the reactants needed to synthesize it. The reactants are: Cl[C:2]1[N:7]=[CH:6][CH:5]=[CH:4][N:3]=1.[NH2:8][C:9]1[N:10]=[CH:11][C:12]([C:15]2[C:16]([F:25])=[C:17]([OH:24])[C:18]([CH:21]([CH3:23])[CH3:22])=[CH:19][CH:20]=2)=[N:13][CH:14]=1. (3) Given the product [C:3]([CH2:5][C@H:6]1[CH2:11][CH2:10][C@H:9]([O:12][C:13]([N:15]2[CH2:24][CH2:23][C:22]3[C:17](=[CH:18][CH:19]=[C:20]([NH:25][C:26]([NH:28][C:29]4[CH:34]=[CH:33][CH:32]=[CH:31][C:30]=4[F:35])=[O:27])[CH:21]=3)[CH2:16]2)=[O:14])[CH2:8][CH2:7]1)([OH:4])=[O:2], predict the reactants needed to synthesize it. The reactants are: C[O:2][C:3]([CH2:5][C@H:6]1[CH2:11][CH2:10][C@H:9]([O:12][C:13]([N:15]2[CH2:24][CH2:23][C:22]3[C:17](=[CH:18][CH:19]=[C:20]([NH:25][C:26]([NH:28][C:29]4[CH:34]=[CH:33][CH:32]=[CH:31][C:30]=4[F:35])=[O:27])[CH:21]=3)[CH2:16]2)=[O:14])[CH2:8][CH2:7]1)=[O:4].[OH-].C([N+](CCCC)(CCCC)CCCC)CCC.